Dataset: Catalyst prediction with 721,799 reactions and 888 catalyst types from USPTO. Task: Predict which catalyst facilitates the given reaction. Reactant: [OH:1][C:2]1[CH:3]=[N:4][CH:5]=[C:6]([CH:9]=1)[C:7]#[N:8].[Cl:10]N1C(=O)CCC1=O. Product: [Cl:10][C:3]1[C:2]([OH:1])=[CH:9][C:6]([C:7]#[N:8])=[CH:5][N:4]=1. The catalyst class is: 10.